This data is from TCR-epitope binding with 47,182 pairs between 192 epitopes and 23,139 TCRs. The task is: Binary Classification. Given a T-cell receptor sequence (or CDR3 region) and an epitope sequence, predict whether binding occurs between them. (1) The epitope is LPRRSGAAGA. The TCR CDR3 sequence is CASSLVEQGAWELFF. Result: 0 (the TCR does not bind to the epitope). (2) The epitope is KLMNIQQKL. The TCR CDR3 sequence is CASSLAGGGAYEQYF. Result: 0 (the TCR does not bind to the epitope). (3) The TCR CDR3 sequence is CASSVGTSGPNTGELFF. The epitope is IPRRNVATL. Result: 1 (the TCR binds to the epitope). (4) The epitope is LQPFPQPELPYPQPQ. The TCR CDR3 sequence is CALGAESSYEQYF. Result: 0 (the TCR does not bind to the epitope). (5) The epitope is TLVPQEHYV. The TCR CDR3 sequence is CASSEGGQNYGYTF. Result: 1 (the TCR binds to the epitope). (6) The epitope is SLVKPSFYV. The TCR CDR3 sequence is CASSPLGDYDEQYF. Result: 1 (the TCR binds to the epitope). (7) The epitope is GTSGSPIIDK. The TCR CDR3 sequence is CASSQEMSTGLGEQYF. Result: 0 (the TCR does not bind to the epitope).